From a dataset of Reaction yield outcomes from USPTO patents with 853,638 reactions. Predict the reaction yield, written as a fraction of the theoretical maximum amount of product (1.0 means a 100% yield; for example, 0.34 means a 34% yield). (1) The reactants are [C:1]([O:5][C:6]([N:8]1[CH2:13][CH2:12][NH:11][CH2:10][CH2:9]1)=[O:7])([CH3:4])([CH3:3])[CH3:2].[Br:14][C:15]1[CH:20]=[CH:19][C:18]([S:21](Cl)(=[O:23])=[O:22])=[CH:17][CH:16]=1. The catalyst is C(Cl)Cl. The product is [C:1]([O:5][C:6]([N:8]1[CH2:13][CH2:12][N:11]([S:21]([C:18]2[CH:19]=[CH:20][C:15]([Br:14])=[CH:16][CH:17]=2)(=[O:23])=[O:22])[CH2:10][CH2:9]1)=[O:7])([CH3:4])([CH3:2])[CH3:3]. The yield is 0.920. (2) The reactants are S(Cl)([Cl:3])=O.[F:5][CH:6]([F:16])[C:7]1[C:11]([C:12](O)=[O:13])=[CH:10][N:9]([CH3:15])[N:8]=1. The catalyst is ClC1C=CC=CC=1. The product is [F:5][CH:6]([F:16])[C:7]1[C:11]([C:12]([Cl:3])=[O:13])=[CH:10][N:9]([CH3:15])[N:8]=1. The yield is 0.980. (3) The reactants are [CH3:1][C:2]1[CH:6]=[CH:5][S:4][C:3]=1[C:7]([O:9][CH3:10])=[O:8].[Br:11]N1C(=O)CCC1=O. The catalyst is C(Cl)(Cl)(Cl)Cl.CC(N=NC(C#N)(C)C)(C#N)C. The product is [Br:11][CH2:1][C:2]1[CH:6]=[CH:5][S:4][C:3]=1[C:7]([O:9][CH3:10])=[O:8]. The yield is 0.630. (4) The reactants are [S:1]([C:5]1[CH:10]=[CH:9][C:8](B(O)O)=[CH:7][CH:6]=1)(=[O:4])(=[O:3])[NH2:2].C(=O)([O-])[O-].[K+].[K+].Br[C:21]1[CH:25]=[CH:24][O:23][C:22]=1[C:26]([O:28][CH2:29][CH3:30])=[O:27]. The catalyst is C(O)C.C1(C)C=CC=CC=1.[Pd].C1(P(C2C=CC=CC=2)C2C=CC=CC=2)C=CC=CC=1.C1(P(C2C=CC=CC=2)C2C=CC=CC=2)C=CC=CC=1.C1(P(C2C=CC=CC=2)C2C=CC=CC=2)C=CC=CC=1.C1(P(C2C=CC=CC=2)C2C=CC=CC=2)C=CC=CC=1. The product is [S:1]([C:5]1[CH:10]=[CH:9][C:8]([C:21]2[CH:25]=[CH:24][O:23][C:22]=2[C:26]([O:28][CH2:29][CH3:30])=[O:27])=[CH:7][CH:6]=1)(=[O:4])(=[O:3])[NH2:2]. The yield is 0.556. (5) The catalyst is CN(C)C=O. The reactants are [H-].[Na+].[CH:3]1([S:6]([NH2:9])(=[O:8])=[O:7])[CH2:5][CH2:4]1.[CH3:10][C:11]1([CH3:36])[CH2:20][C:19]2[C:14](=[CH:15][CH:16]=[C:17]([C:21](O)=[O:22])[CH:18]=2)[NH:13][CH:12]1[C:24]1[CH:29]=[CH:28][CH:27]=[C:26]([N:30]2[CH2:34][CH2:33][O:32][C:31]2=[O:35])[CH:25]=1.C(N1C=CN=C1)(N1C=CN=C1)=O. The product is [CH3:10][C:11]1([CH3:36])[CH2:20][C:19]2[C:14](=[CH:15][CH:16]=[C:17]([C:21]([NH:9][S:6]([CH:3]3[CH2:5][CH2:4]3)(=[O:8])=[O:7])=[O:22])[CH:18]=2)[NH:13][CH:12]1[C:24]1[CH:29]=[CH:28][CH:27]=[C:26]([N:30]2[CH2:34][CH2:33][O:32][C:31]2=[O:35])[CH:25]=1. The yield is 0.200. (6) The reactants are [CH2:1]([O:8][C:9]1[CH:17]=[CH:16][C:15]([Cl:18])=[CH:14][C:10]=1[C:11]([NH2:13])=O)[C:2]1[CH:7]=[CH:6][CH:5]=[CH:4][CH:3]=1.[H-].[H-].[H-].[H-].[Li+].[Al+3]. The catalyst is O1CCCC1. The product is [CH2:1]([O:8][C:9]1[CH:17]=[CH:16][C:15]([Cl:18])=[CH:14][C:10]=1[CH2:11][NH2:13])[C:2]1[CH:3]=[CH:4][CH:5]=[CH:6][CH:7]=1. The yield is 0.940. (7) The reactants are [F:1][C:2]1[C:3]([C:14]2[C:22]3[C:17](=[CH:18][CH:19]=[CH:20][C:21]=3[F:23])[N:16]([CH2:24][C:25]3[C:30]([CH:31]=[CH2:32])=[CH:29][CH:28]=[CH:27][C:26]=3[C:33]([F:36])([F:35])[F:34])[N:15]=2)=[CH:4][C:5]([O:12][CH3:13])=[C:6]([CH:11]=1)[C:7]([O:9][CH3:10])=[O:8]. The catalyst is CCOC(C)=O.[Pd]. The product is [CH2:31]([C:30]1[CH:29]=[CH:28][CH:27]=[C:26]([C:33]([F:35])([F:36])[F:34])[C:25]=1[CH2:24][N:16]1[C:17]2[C:22](=[C:21]([F:23])[CH:20]=[CH:19][CH:18]=2)[C:14]([C:3]2[C:2]([F:1])=[CH:11][C:6]([C:7]([O:9][CH3:10])=[O:8])=[C:5]([O:12][CH3:13])[CH:4]=2)=[N:15]1)[CH3:32]. The yield is 0.750.